This data is from Forward reaction prediction with 1.9M reactions from USPTO patents (1976-2016). The task is: Predict the product of the given reaction. (1) Given the reactants [NH2:1][C:2]1[CH:7]=[C:6]([C:8]2[O:12][CH:11]=[N:10][CH:9]=2)[N:5]=[C:4](Cl)[C:3]=1[Cl:14].[C:15]([O-:18])(=[O:17])C.[Na+].[C]=O.[CH3:22]O, predict the reaction product. The product is: [NH2:1][C:2]1[CH:7]=[C:6]([C:8]2[O:12][CH:11]=[N:10][CH:9]=2)[N:5]=[C:4]([C:15]([O:18][CH3:22])=[O:17])[C:3]=1[Cl:14]. (2) Given the reactants [CH2:1]([C:8]1[CH:9]=[C:10]2[C:15](=[CH:16][C:17]=1[F:18])[N:14]=[C:13]([N:19]1[CH:23]=[C:22]([C:24]([O:26]CC)=[O:25])[CH:21]=[N:20]1)[NH:12][C:11]2=O)[C:2]1[CH:7]=[CH:6][CH:5]=[CH:4][CH:3]=1.[CH2:30]([NH:32][CH2:33][CH3:34])[CH3:31], predict the reaction product. The product is: [CH2:1]([C:8]1[CH:9]=[C:10]2[C:15](=[CH:16][C:17]=1[F:18])[N:14]=[C:13]([N:19]1[CH:23]=[C:22]([C:24]([OH:26])=[O:25])[CH:21]=[N:20]1)[N:12]=[C:11]2[N:32]([CH2:33][CH3:34])[CH2:30][CH3:31])[C:2]1[CH:3]=[CH:4][CH:5]=[CH:6][CH:7]=1. (3) Given the reactants [CH:1]1([CH2:4][OH:5])[CH2:3][CH2:2]1.[H-].[Na+].Br[C:9]1[CH:14]=[CH:13][C:12]([Br:15])=[CH:11][N:10]=1.O, predict the reaction product. The product is: [Br:15][C:12]1[CH:13]=[CH:14][C:9]([O:5][CH2:4][CH:1]2[CH2:3][CH2:2]2)=[N:10][CH:11]=1. (4) Given the reactants [NH:1]1[CH2:9][CH2:8][CH:4]([C:5]([NH2:7])=[O:6])[CH2:3][CH2:2]1.I[CH2:11][CH2:12][CH2:13][CH2:14][CH3:15].C(=O)([O-])[O-].[K+].[K+], predict the reaction product. The product is: [CH2:11]([N:1]1[CH2:9][CH2:8][CH:4]([C:5]([NH2:7])=[O:6])[CH2:3][CH2:2]1)[CH2:12][CH2:13][CH2:14][CH3:15]. (5) Given the reactants [F:1][C:2]([F:22])([F:21])[C:3]([N:5]1[CH2:10][CH2:9][CH:8]([C:11]2[CH:16]=[CH:15][C:14]([S:17](Cl)(=[O:19])=[O:18])=[CH:13][CH:12]=2)[CH2:7][CH2:6]1)=[O:4].[NH2:23][C:24]1[S:25][CH:26]=[CH:27][N:28]=1, predict the reaction product. The product is: [S:25]1[CH:26]=[CH:27][N:28]=[C:24]1[NH:23][S:17]([C:14]1[CH:15]=[CH:16][C:11]([CH:8]2[CH2:9][CH2:10][N:5]([C:3](=[O:4])[C:2]([F:22])([F:21])[F:1])[CH2:6][CH2:7]2)=[CH:12][CH:13]=1)(=[O:19])=[O:18]. (6) Given the reactants Cl.[Cl:2][C:3]1[CH:4]=[C:5]([C:13]2[S:17][C:16]([C:18]3[CH:28]=[CH:27][C:21]4[CH2:22][CH2:23][NH:24][CH2:25][CH2:26][C:20]=4[CH:19]=3)=[N:15][CH:14]=2)[CH:6]=[CH:7][C:8]=1[O:9][CH:10]([CH3:12])[CH3:11].Br[CH2:30][CH2:31][CH2:32][C:33]([O:35][CH2:36][CH3:37])=[O:34].C([O-])([O-])=O.[K+].[K+], predict the reaction product. The product is: [Cl:2][C:3]1[CH:4]=[C:5]([C:13]2[S:17][C:16]([C:18]3[CH:28]=[CH:27][C:21]4[CH2:22][CH2:23][N:24]([CH2:30][CH2:31][CH2:32][C:33]([O:35][CH2:36][CH3:37])=[O:34])[CH2:25][CH2:26][C:20]=4[CH:19]=3)=[N:15][CH:14]=2)[CH:6]=[CH:7][C:8]=1[O:9][CH:10]([CH3:12])[CH3:11].